From a dataset of Forward reaction prediction with 1.9M reactions from USPTO patents (1976-2016). Predict the product of the given reaction. Given the reactants [CH3:1][C:2]([C:12]1[C:20]2[O:19][CH2:18][CH2:17][C:16]=2[CH:15]=[C:14]([S:21]([CH3:24])(=[O:23])=[O:22])[CH:13]=1)([CH3:11])[CH2:3][C:4]1([C:7]([F:10])([F:9])[F:8])[CH2:6][O:5]1.[NH:25]1[C:33]2[CH2:32][CH2:31][CH2:30][C:29](=[O:34])[C:28]=2[CH:27]=[CH:26]1.[O-]CC.[Na+], predict the reaction product. The product is: [OH:5][C:4]([C:7]([F:9])([F:8])[F:10])([CH2:3][C:2]([C:12]1[C:20]2[O:19][CH2:18][CH2:17][C:16]=2[CH:15]=[C:14]([S:21]([CH3:24])(=[O:23])=[O:22])[CH:13]=1)([CH3:11])[CH3:1])[CH2:6][N:25]1[C:33]2[CH2:32][CH2:31][CH2:30][C:29](=[O:34])[C:28]=2[CH:27]=[CH:26]1.